From a dataset of TCR-epitope binding with 47,182 pairs between 192 epitopes and 23,139 TCRs. Binary Classification. Given a T-cell receptor sequence (or CDR3 region) and an epitope sequence, predict whether binding occurs between them. (1) The epitope is QASQEVKNW. The TCR CDR3 sequence is CASSPGTANSGNTIYF. Result: 1 (the TCR binds to the epitope). (2) The epitope is TLIGDCATV. The TCR CDR3 sequence is CASSQGGHYEQYF. Result: 0 (the TCR does not bind to the epitope). (3) The epitope is TLVPQEHYV. The TCR CDR3 sequence is CASTTRRRSNEKLFF. Result: 0 (the TCR does not bind to the epitope). (4) The epitope is PROT_97E67BCC. Result: 1 (the TCR binds to the epitope). The TCR CDR3 sequence is CASSPTTTGYGYTF. (5) Result: 1 (the TCR binds to the epitope). The TCR CDR3 sequence is CASSPGQGNYYGYTF. The epitope is RIFTIGTVTLK. (6) The epitope is YLQPRTFLL. The TCR CDR3 sequence is CASSKNYEQYF. Result: 0 (the TCR does not bind to the epitope). (7) The epitope is QYDPVAALF. The TCR CDR3 sequence is CASSSQGSTDTQYF. Result: 0 (the TCR does not bind to the epitope). (8) The epitope is ELAGIGILTV. The TCR CDR3 sequence is CASSLGGANVLTF. Result: 1 (the TCR binds to the epitope). (9) The epitope is QASQEVKNW. The TCR CDR3 sequence is CASSQDWGGNEQYF. Result: 0 (the TCR does not bind to the epitope). (10) The epitope is SEVGPEHSLAEY. The TCR CDR3 sequence is CAISEEAGSYNEQFF. Result: 1 (the TCR binds to the epitope).